Binary Classification. Given a miRNA mature sequence and a target amino acid sequence, predict their likelihood of interaction. From a dataset of Experimentally validated miRNA-target interactions with 360,000+ pairs, plus equal number of negative samples. (1) The miRNA is hsa-miR-3684 with sequence UUAGACCUAGUACACGUCCUU. The protein sequence of the target gene is MDFISIQQLVSGERVEGKVLGFGHGVPDPGAWPSDWRRGPQEAVAREKLKLEEEKKKKLERFNSTRFNLDNLADLENLVQRRKKRLRHRVPPRKPEPLVKPQSQAQVEPVGLEMFLKAAAENQEYLIDKYLTDGGDPNAHDKLHRTALHWACLKGHSQLVNKLLVAGATVDARDLLDRTPVFWACRGGHLVILKQLLNQGARVNARDKIGSTPLHVAVRTRHPDCLEHLIECGAHLNAQDKEGDTALHEAVRHGSYKAMKLLLLYGAELGVRNAASVTPVQLARDWQRGIREALQAHVAH.... Result: 1 (interaction). (2) The miRNA is hsa-miR-548ag with sequence AAAGGUAAUUGUGGUUUCUGC. The protein sequence of the target gene is MAWKSGGASHSELIHNLRKNGIIKTDKVFEVMLATDRSHYAKCNPYMDSPQSIGFQATISAPHMHAYALELLFDQLHEGAKALDVGSGSGILTACFARMVGCTGKVIGIDHIKELVDDSVNNVRKDDPTLLSSGRVQLVVGDGRMGYAEEAPYDAIHVGAAAPVVPQALIDQLKPGGRLILPVGPAGGNQMLEQYDKLQDGSIKMKPLMGVIYVPLTDKEKQWSRWK. Result: 1 (interaction).